The task is: Predict the reaction yield, written as a fraction of the theoretical maximum amount of product (1.0 means a 100% yield; for example, 0.34 means a 34% yield).. This data is from Reaction yield outcomes from USPTO patents with 853,638 reactions. (1) The reactants are [CH3:1][C:2]1([C:8]([NH:10][C:11]2[CH:16]=[C:15]([O:17][CH:18]3[CH2:27][CH2:26][C:25]4[CH:24]=[C:23]([C:28]([O:30][CH3:31])=[O:29])[CH:22]=[CH:21][C:20]=4[CH2:19]3)[CH:14]=[CH:13][N:12]=2)=[O:9])[CH2:7][CH2:6][NH:5][CH2:4][CH2:3]1.Cl.[CH3:33][C:34]([CH3:36])=O.C(O[BH-](OC(=O)C)OC(=O)C)(=O)C.[Na+]. The catalyst is C(Cl)Cl.CO.C(Cl)Cl. The product is [CH:34]([N:5]1[CH2:4][CH2:3][C:2]([C:8]([NH:10][C:11]2[CH:16]=[C:15]([O:17][CH:18]3[CH2:27][CH2:26][C:25]4[CH:24]=[C:23]([C:28]([O:30][CH3:31])=[O:29])[CH:22]=[CH:21][C:20]=4[CH2:19]3)[CH:14]=[CH:13][N:12]=2)=[O:9])([CH3:1])[CH2:7][CH2:6]1)([CH3:36])[CH3:33]. The yield is 0.720. (2) The reactants are [Br:1][C:2]1[CH:7]=[CH:6][C:5]([CH3:8])=[CH:4][C:3]=1[Cl:9].OS(O)(=O)=O.[N+:15]([O-])([OH:17])=[O:16]. No catalyst specified. The product is [Br:1][C:2]1[CH:7]=[C:6]([N+:15]([O-:17])=[O:16])[C:5]([CH3:8])=[CH:4][C:3]=1[Cl:9]. The yield is 0.620. (3) The reactants are C[Si](C)(C)[N:3]([C@H:8]([B:13]1[O:17][C@@H:16]2[CH2:18][C@@H:19]3[CH2:22][C@H:21]([C@:15]2([CH3:25])[O:14]1)[C:20]3([CH3:24])[CH3:23])[CH2:9][CH:10]([CH3:12])[CH3:11])[Si](C)(C)C.[ClH:28]. The catalyst is O1CCOCC1.C(OCC)C. The product is [ClH:28].[CH3:25][C@:15]12[C@H:21]3[CH2:22][C@H:19]([C:20]3([CH3:23])[CH3:24])[CH2:18][C@H:16]1[O:17][B:13]([C@@H:8]([NH2:3])[CH2:9][CH:10]([CH3:12])[CH3:11])[O:14]2. The yield is 0.660. (4) The reactants are C[O:2][C:3](=[O:18])[CH2:4][CH2:5][CH:6]1[O:10][B:9]([OH:11])[C:8]2[CH:12]=[C:13]([OH:17])[CH:14]=[C:15]([CH3:16])[C:7]1=2.[Li+].[OH-].Cl. The catalyst is C1COCC1.O. The product is [OH:11][B:9]1[C:8]2[CH:12]=[C:13]([OH:17])[CH:14]=[C:15]([CH3:16])[C:7]=2[CH:6]([CH2:5][CH2:4][C:3]([OH:18])=[O:2])[O:10]1. The yield is 0.610.